Task: Predict the reactants needed to synthesize the given product.. Dataset: Full USPTO retrosynthesis dataset with 1.9M reactions from patents (1976-2016) (1) Given the product [CH3:32][N:28]1[C@@H:27]([CH2:26][C:20]2[C:19]3[CH:18]=[C:17]([CH2:16][CH2:15][S:12]([C:6]4[CH:7]=[CH:8][CH:9]=[CH:10][CH:11]=4)(=[O:13])=[O:14])[CH:25]=[CH:24][C:23]=3[NH:22][CH:21]=2)[CH2:31][CH2:30][CH2:29]1.[CH3:50][C:40]1[CH:45]=[CH:44][C:43]([S:46]([OH:49])(=[O:48])=[O:47])=[CH:42][CH:41]=1, predict the reactants needed to synthesize it. The reactants are: CS(O)(=O)=O.[C:6]1([S:12]([CH:15]=[CH:16][C:17]2[CH:18]=[C:19]3[C:23](=[CH:24][CH:25]=2)[NH:22][CH:21]=[C:20]3[CH2:26][C@H:27]2[CH2:31][CH2:30][CH2:29][N:28]2[CH3:32])(=[O:14])=[O:13])[CH:11]=[CH:10][CH:9]=[CH:8][CH:7]=1.CS(O)(=O)=O.[H][H].[C:40]1([CH3:50])[CH:45]=[CH:44][C:43]([S:46]([OH:49])(=[O:48])=[O:47])=[CH:42][CH:41]=1. (2) Given the product [NH2:9][C:8]1[C:3]([O:2][CH3:1])=[CH:4][CH:5]=[CH:6][C:7]=1[OH:11], predict the reactants needed to synthesize it. The reactants are: [CH3:1][O:2][C:3]1[C:8]2[NH:9]C(=O)[O:11][C:7]=2[CH:6]=[CH:5][CH:4]=1.[OH-].[Na+].O. (3) Given the product [C:2]1([CH:8]([C:20]2[CH:25]=[CH:24][CH:23]=[CH:22][CH:21]=2)[N:9]2[CH2:14][CH2:13][CH:12]([CH2:15][CH2:16][CH2:17][CH2:18][C:37]#[N:38])[CH2:11][CH2:10]2)[CH:7]=[CH:6][CH:5]=[CH:4][CH:3]=1, predict the reactants needed to synthesize it. The reactants are: Cl.[C:2]1([CH:8]([C:20]2[CH:25]=[CH:24][CH:23]=[CH:22][CH:21]=2)[N:9]2[CH2:14][CH2:13][CH:12]([CH2:15][CH2:16][CH2:17][CH2:18]O)[CH2:11][CH2:10]2)[CH:7]=[CH:6][CH:5]=[CH:4][CH:3]=1.CS(Cl)(=O)=O.C1([CH:37](C2C=CC=CC=2)[N:38]2CCC(CCCCOS(C)(=O)=O)CC2)C=CC=CC=1.[C-]#N.[Na+]. (4) Given the product [C:1]([O:5][C:6](=[O:18])[CH2:7][N:8]1[C:12]2=[N:13][CH:14]=[CH:15][CH:16]=[C:11]2[C:10]([C:19]#[N:20])=[N:9]1)([CH3:4])([CH3:3])[CH3:2], predict the reactants needed to synthesize it. The reactants are: [C:1]([O:5][C:6](=[O:18])[CH2:7][N:8]1[C:12]2=[N:13][CH:14]=[CH:15][CH:16]=[C:11]2[C:10](I)=[N:9]1)([CH3:4])([CH3:3])[CH3:2].[CH3:19][N:20](C=O)C. (5) Given the product [NH2:24][C:20]1[CH:19]=[C:18]([CH:23]=[CH:22][CH:21]=1)[C:17]([NH:16][C:12]1[CH:13]=[CH:14][CH:15]=[C:10]([CH2:9][NH:8][C:6]2[C:5]([Cl:28])=[CH:4][N:3]=[C:2]([Cl:1])[N:7]=2)[CH:11]=1)=[O:27], predict the reactants needed to synthesize it. The reactants are: [Cl:1][C:2]1[N:7]=[C:6]([NH:8][CH2:9][C:10]2[CH:11]=[C:12]([NH:16][C:17](=[O:27])[C:18]3[CH:23]=[CH:22][CH:21]=[C:20]([N+:24]([O-])=O)[CH:19]=3)[CH:13]=[CH:14][CH:15]=2)[C:5]([Cl:28])=[CH:4][N:3]=1.CO.C(O)(=O)C.C([O-])(O)=O.[Na+]. (6) Given the product [S:15]1[CH:3]=[CH:2][N:14]=[C:13]1[C:12]1[CH:16]=[CH:17][CH:18]=[CH:19][C:11]=1[NH2:10], predict the reactants needed to synthesize it. The reactants are: Cl[CH2:2][CH:3]=O.CN(C=O)C.[NH2:10][C:11]1[CH:19]=[CH:18][CH:17]=[CH:16][C:12]=1[C:13](=[S:15])[NH2:14].C([O-])(O)=O.[Na+]. (7) Given the product [NH2:7][C@@H:8]([C:10]1[CH:15]=[CH:14][C:13]([C:16]2[CH:21]=[CH:20][C:19]([C@@H:22]([OH:26])[C@H:23]([NH:24][C:29](=[O:33])[CH:30]([Cl:32])[Cl:31])[CH2:34][F:35])=[CH:18][CH:17]=2)=[CH:12][CH:11]=1)[CH3:9], predict the reactants needed to synthesize it. The reactants are: C(OC(=O)[NH:7][C@@H:8]([C:10]1[CH:15]=[CH:14][C:13]([C:16]2[CH:21]=[CH:20][C:19]([C@H:22]3[O:26]C(C)(C)[N:24]([C:29](=[O:33])[CH:30]([Cl:32])[Cl:31])[C@@H:23]3[CH2:34][F:35])=[CH:18][CH:17]=2)=[CH:12][CH:11]=1)[CH3:9])(C)(C)C.C(O)(C(F)(F)F)=O.